Dataset: Reaction yield outcomes from USPTO patents with 853,638 reactions. Task: Predict the reaction yield, written as a fraction of the theoretical maximum amount of product (1.0 means a 100% yield; for example, 0.34 means a 34% yield). The reactants are [H-].[Na+].[CH:3]1([S:6]([NH2:9])(=[O:8])=[O:7])[CH2:5][CH2:4]1.[CH:10]1([N:13]2[C:17]([C:18]3[CH:19]=[C:20]([CH:24]4[CH2:33][C:32]([CH3:35])([CH3:34])[C:31]5[C:26](=[CH:27][CH:28]=[C:29]([C:36](O)=[O:37])[CH:30]=5)[NH:25]4)[CH:21]=[CH:22][CH:23]=3)=[N:16][N:15]=[N:14]2)[CH2:12][CH2:11]1.C(N1C=CN=C1)(N1C=CN=C1)=O. The catalyst is CN(C)C=O.O. The product is [CH:10]1([N:13]2[C:17]([C:18]3[CH:19]=[C:20]([CH:24]4[CH2:33][C:32]([CH3:34])([CH3:35])[C:31]5[C:26](=[CH:27][CH:28]=[C:29]([C:36]([NH:9][S:6]([CH:3]6[CH2:5][CH2:4]6)(=[O:8])=[O:7])=[O:37])[CH:30]=5)[NH:25]4)[CH:21]=[CH:22][CH:23]=3)=[N:16][N:15]=[N:14]2)[CH2:12][CH2:11]1. The yield is 0.300.